Dataset: Reaction yield outcomes from USPTO patents with 853,638 reactions. Task: Predict the reaction yield, written as a fraction of the theoretical maximum amount of product (1.0 means a 100% yield; for example, 0.34 means a 34% yield). (1) The reactants are [C:1]([C:3]1[C:4]([F:14])=[C:5]([CH:9]=[CH:10][C:11]=1[O:12][CH3:13])[C:6]([OH:8])=O)#[N:2].[CH3:15][O:16][C:17]1[CH:22]=[CH:21][C:20]([NH2:23])=[CH:19][CH:18]=1.C(N(CC)C(C)C)(C)C.C1CN([P+](ON2N=NC3C=CC=CC2=3)(N2CCCC2)N2CCCC2)CC1.F[P-](F)(F)(F)(F)F. The catalyst is CN(C=O)C.O. The product is [C:1]([C:3]1[C:4]([F:14])=[C:5]([CH:9]=[CH:10][C:11]=1[O:12][CH3:13])[C:6]([NH:23][C:20]1[CH:21]=[CH:22][C:17]([O:16][CH3:15])=[CH:18][CH:19]=1)=[O:8])#[N:2]. The yield is 0.980. (2) The reactants are [CH3:1][C:2]1[N:10]([C:11]([C:13]2[CH:14]=[CH:15][C:16]([Cl:19])=[CH:17][CH:18]=2)=[O:12])[C:9]2[CH:8]=[CH:7][C:6]([O:20][CH3:21])=[CH:5][C:4]=2[C:3]=1[CH2:22][C:23]([OH:25])=[O:24].C([O-])(O)=O.[Na+].[C:31]([O:35][C:36](=[O:39])[CH2:37]Br)([CH3:34])([CH3:33])[CH3:32]. The catalyst is CN(C=O)C. The product is [Cl:19][C:16]1[CH:15]=[CH:14][C:13]([C:11]([N:10]2[C:9]3[C:4](=[CH:5][C:6]([O:20][CH3:21])=[CH:7][CH:8]=3)[C:3]([CH2:22][C:23]([O:25][CH2:37][C:36]([O:35][C:31]([CH3:34])([CH3:33])[CH3:32])=[O:39])=[O:24])=[C:2]2[CH3:1])=[O:12])=[CH:18][CH:17]=1. The yield is 0.880.